Dataset: Full USPTO retrosynthesis dataset with 1.9M reactions from patents (1976-2016). Task: Predict the reactants needed to synthesize the given product. Given the product [CH2:11]1[O:21][C:14]2([CH2:19][CH2:18][CH:17]([C:3]3[CH:8]=[C:7]([F:9])[CH:6]=[C:5]([F:10])[CH:4]=3)[CH2:16][CH2:15]2)[O:13][CH2:12]1, predict the reactants needed to synthesize it. The reactants are: [Mg].Br[C:3]1[CH:8]=[C:7]([F:9])[CH:6]=[C:5]([F:10])[CH:4]=1.[CH2:11]1[O:21][C:14]2([CH2:19][CH2:18][CH2:17][CH2:16][C:15]2=O)[O:13][CH2:12]1.[Cl-].[NH4+].